This data is from Reaction yield outcomes from USPTO patents with 853,638 reactions. The task is: Predict the reaction yield, written as a fraction of the theoretical maximum amount of product (1.0 means a 100% yield; for example, 0.34 means a 34% yield). (1) The reactants are Br[C:2]1[CH:7]=[CH:6][C:5]([Br:8])=[CH:4][N:3]=1.[C:9]([Si:13]([C:16]#[CH:17])([CH3:15])[CH3:14])([CH3:12])([CH3:11])[CH3:10].CCOC(C)=O. The catalyst is C1COCC1.C(N(CC)CC)C.[Cu]I. The product is [Br:8][C:5]1[CH:6]=[CH:7][C:2]([C:17]#[C:16][Si:13]([C:9]([CH3:12])([CH3:11])[CH3:10])([CH3:15])[CH3:14])=[N:3][CH:4]=1. The yield is 1.00. (2) The reactants are Br[C:2]1[CH:3]=[CH:4][C:5]2[N:9]=[C:8]([C:10]([N:12]3[CH2:16][CH2:15][CH2:14][CH2:13]3)=[O:11])[N:7]([C:17]3[CH:22]=[CH:21][N:20]=[C:19]([NH2:23])[N:18]=3)[C:6]=2[CH:24]=1.[CH3:25][C:26]1[O:30][N:29]=[C:28]([C:31]([OH:35])([C:33]#[CH:34])[CH3:32])[CH:27]=1.C(N(CC)CC)C. The catalyst is CS(C)=O.Cl[Pd](Cl)([P](C1C=CC=CC=1)(C1C=CC=CC=1)C1C=CC=CC=1)[P](C1C=CC=CC=1)(C1C=CC=CC=1)C1C=CC=CC=1. The product is [NH2:23][C:19]1[N:18]=[C:17]([N:7]2[C:6]3[CH:24]=[C:2]([C:34]#[C:33][C:31]([C:28]4[CH:27]=[C:26]([CH3:25])[O:30][N:29]=4)([OH:35])[CH3:32])[CH:3]=[CH:4][C:5]=3[N:9]=[C:8]2[C:10]([N:12]2[CH2:16][CH2:15][CH2:14][CH2:13]2)=[O:11])[CH:22]=[CH:21][N:20]=1. The yield is 0.380. (3) The yield is 0.260. The catalyst is C1C=CC(/C=C/C(/C=C/C2C=CC=CC=2)=O)=CC=1.C1C=CC(/C=C/C(/C=C/C2C=CC=CC=2)=O)=CC=1.C1C=CC(/C=C/C(/C=C/C2C=CC=CC=2)=O)=CC=1.[Pd].[Pd]. The reactants are [NH2:1][C:2]1[CH:7]=[N:6][C:5](Br)=[C:4](Cl)[N:3]=1.CC(C1C=C(C(C)C)C(C2C=CC=CC=2P(C2CCCCC2)C2CCCCC2)=C(C(C)C)C=1)C.[O:44]1[CH2:49]COC[CH2:45]1. The product is [NH2:1][C:2]1[N:3]=[C:4]2[CH2:45][O:44][CH2:49][C:5]2=[N:6][CH:7]=1. (4) The reactants are [NH:1]1[CH2:6][CH2:5][O:4][CH2:3][CH2:2]1.C[Al](C)C.[C:11]([C:13]1[C:18]2[N:19]=[C:20]([C:22](OCC)=[O:23])[O:21][C:17]=2[C:16]([F:27])=[C:15]([C:28]2[CH:33]=[CH:32][CH:31]=[CH:30][CH:29]=2)[C:14]=1[CH3:34])#[N:12].Cl. The catalyst is ClCCl. The product is [F:27][C:16]1[C:15]([C:28]2[CH:33]=[CH:32][CH:31]=[CH:30][CH:29]=2)=[C:14]([CH3:34])[C:13]([C:11]#[N:12])=[C:18]2[C:17]=1[O:21][C:20]([C:22]([N:1]1[CH2:6][CH2:5][O:4][CH2:3][CH2:2]1)=[O:23])=[N:19]2. The yield is 0.820. (5) The reactants are [F:1][C:2]1[CH:3]=[C:4]([C:8]2[N:13]=[CH:12][C:11]([C:14](Cl)=[O:15])=[CH:10][N:9]=2)[CH:5]=[CH:6][CH:7]=1.[N:17]1([NH2:26])[C:25]2[C:20](=[N:21][CH:22]=[CH:23][CH:24]=2)[CH:19]=[CH:18]1.C([O-])([O-])=O.[K+].[K+]. The catalyst is CCOC(C)=O.O. The product is [N:17]1([NH:26][C:14]([C:11]2[CH:10]=[N:9][C:8]([C:4]3[CH:5]=[CH:6][CH:7]=[C:2]([F:1])[CH:3]=3)=[N:13][CH:12]=2)=[O:15])[C:25]2[C:20](=[N:21][CH:22]=[CH:23][CH:24]=2)[CH:19]=[CH:18]1. The yield is 0.770.